From a dataset of Forward reaction prediction with 1.9M reactions from USPTO patents (1976-2016). Predict the product of the given reaction. (1) Given the reactants P(Br)(Br)[Br:2].[CH3:5][O:6][C:7]1[CH:12]=[CH:11][C:10]([CH2:13]O)=[CH:9][C:8]=1[N+:15]([O-:17])=[O:16], predict the reaction product. The product is: [Br:2][CH2:13][C:10]1[CH:11]=[CH:12][C:7]([O:6][CH3:5])=[C:8]([N+:15]([O-:17])=[O:16])[CH:9]=1. (2) Given the reactants C(NC(C)C)(C)C.O1CCCC1.C([Li])CCC.[Br:18][C:19]1[S:20][CH:21]=[C:22]([Br:24])[N:23]=1.Cl[C:26]([O:28][CH2:29][CH3:30])=[O:27], predict the reaction product. The product is: [Br:18][C:19]1[S:20][C:21]([C:26]([O:28][CH2:29][CH3:30])=[O:27])=[C:22]([Br:24])[N:23]=1.